This data is from Catalyst prediction with 721,799 reactions and 888 catalyst types from USPTO. The task is: Predict which catalyst facilitates the given reaction. (1) Reactant: [Cl:1][C:2]1[CH:3]=[C:4]([CH:9]=[C:10]2[S:14][C:13](=[S:15])[NH:12][C:11]2=[O:16])[CH:5]=[CH:6][C:7]=1[Cl:8].[C:17](Cl)(=[O:24])[C:18]1[CH:23]=[CH:22][CH:21]=[CH:20][CH:19]=1. Product: [Cl:1][C:2]1[CH:3]=[C:4]([CH:9]=[C:10]2[S:14][C:13](=[S:15])[N:12]([C:17](=[O:24])[C:18]3[CH:23]=[CH:22][CH:21]=[CH:20][CH:19]=3)[C:11]2=[O:16])[CH:5]=[CH:6][C:7]=1[Cl:8]. The catalyst class is: 17. (2) Reactant: [CH2:1]([O:3][C:4]([C:6]1[CH:15]=[CH:14][C:13]2[C:8](=[CH:9][CH:10]=[C:11]([OH:16])[CH:12]=2)[N:7]=1)=[O:5])[CH3:2].C1(P(C2C=CC=CC=2)C2C=CC=CC=2)C=CC=CC=1.[CH:36]([N:39]1[CH2:44][CH2:43][CH:42](O)[CH2:41][CH2:40]1)([CH3:38])[CH3:37]. The catalyst class is: 247. Product: [CH2:1]([O:3][C:4]([C:6]1[CH:15]=[CH:14][C:13]2[C:8](=[CH:9][CH:10]=[C:11]([O:16][CH:42]3[CH2:43][CH2:44][N:39]([CH:36]([CH3:38])[CH3:37])[CH2:40][CH2:41]3)[CH:12]=2)[N:7]=1)=[O:5])[CH3:2]. (3) Reactant: CN(C(ON1N=NC2C=CC=NC1=2)=[N+](C)C)C.F[P-](F)(F)(F)(F)F.[NH2:25][C:26]1[C:27]([C:36]([OH:38])=O)=[CH:28][C:29]2[C:34]([CH:35]=1)=[CH:33][CH:32]=[CH:31][CH:30]=2.Cl.[NH2:40][C@H:41]([C:46]([O:48][CH3:49])=[O:47])[CH2:42][CH:43]([CH3:45])[CH3:44].C(N(C(C)C)CC)(C)C. Product: [NH2:25][C:26]1[C:27]([C:36]([NH:40][C@H:41]([C:46]([O:48][CH3:49])=[O:47])[CH2:42][CH:43]([CH3:45])[CH3:44])=[O:38])=[CH:28][C:29]2[C:34]([CH:35]=1)=[CH:33][CH:32]=[CH:31][CH:30]=2. The catalyst class is: 3. (4) Reactant: [Cl:1][C:2]1[C:3]([F:14])=[C:4]([NH:9][C:10](=[O:13])[O:11]C)[C:5](O)=[CH:6][CH:7]=1.C([O-])([O-])=O.[K+].[K+].Cl. Product: [Cl:1][C:2]1[CH:7]=[CH:6][C:5]2[O:11][C:10](=[O:13])[NH:9][C:4]=2[C:3]=1[F:14]. The catalyst class is: 3.